Dataset: Reaction yield outcomes from USPTO patents with 853,638 reactions. Task: Predict the reaction yield, written as a fraction of the theoretical maximum amount of product (1.0 means a 100% yield; for example, 0.34 means a 34% yield). (1) The product is [F:57][C:2]1([F:1])[CH2:3][CH2:4][CH:5]([C:8]2[C:17]3[CH:16]([OH:18])[CH2:15][C:14]([CH3:29])([CH3:28])[CH2:13][C:12]=3[N:11]=[C:10]([CH:30]3[CH2:31][CH2:32][N:33]([C:36]4[N:41]=[CH:40][C:39]([CH2:42][O:43][CH3:44])=[CH:38][N:37]=4)[CH2:34][CH2:35]3)[C:9]=2[CH:45]([F:56])[C:46]2[CH:47]=[CH:48][C:49]([C:52]([F:53])([F:55])[F:54])=[CH:50][CH:51]=2)[CH2:6][CH2:7]1. The yield is 0.960. The reactants are [F:1][C:2]1([F:57])[CH2:7][CH2:6][CH:5]([C:8]2[C:17]3[CH:16]([O:18]CC4C=CC(OC)=CC=4)[CH2:15][C:14]([CH3:29])([CH3:28])[CH2:13][C:12]=3[N:11]=[C:10]([CH:30]3[CH2:35][CH2:34][N:33]([C:36]4[N:41]=[CH:40][C:39]([CH2:42][O:43][CH3:44])=[CH:38][N:37]=4)[CH2:32][CH2:31]3)[C:9]=2[CH:45]([F:56])[C:46]2[CH:51]=[CH:50][C:49]([C:52]([F:55])([F:54])[F:53])=[CH:48][CH:47]=2)[CH2:4][CH2:3]1.FC1(F)CCC(C2C3C(OCC4C=CC(OC)=CC=4)CC(C)(C)CC=3N=C(C3CCN(C4N=CC(C(O)C(C)C)=CN=4)CC3)C=2C(F)C2C=CC(C(F)(F)F)=CC=2)CC1. No catalyst specified. (2) The reactants are C[O:2][C:3](=[O:29])[C:4]1[CH:9]=[CH:8][C:7]([CH2:10][NH:11][C:12]2[N:17]=[C:16]([NH2:18])[N:15]=[C:14]([NH:19][CH:20]3[CH2:28][C:27]4[C:22](=[CH:23][CH:24]=[CH:25][CH:26]=4)[CH2:21]3)[N:13]=2)=[CH:6][CH:5]=1.O[Li].O.Cl. The catalyst is C1COCC1.O. The product is [NH2:18][C:16]1[N:15]=[C:14]([NH:19][CH:20]2[CH2:28][C:27]3[C:22](=[CH:23][CH:24]=[CH:25][CH:26]=3)[CH2:21]2)[N:13]=[C:12]([NH:11][CH2:10][C:7]2[CH:6]=[CH:5][C:4]([C:3]([OH:29])=[O:2])=[CH:9][CH:8]=2)[N:17]=1. The yield is 0.870. (3) The reactants are C(NC(C)C)(C)C.C([Li])CCC.CCCCCC.[CH:19]1([C:24]([O:26][CH2:27][CH3:28])=[O:25])[CH2:23][CH2:22][CH2:21][CH2:20]1.[CH3:29][O:30][C:31]1[CH:38]=[CH:37][C:34]([CH2:35]Br)=[CH:33][CH:32]=1.[Cl-].[NH4+]. The catalyst is C1COCC1.O.C(OCC)(=O)C. The yield is 0.790. The product is [CH2:27]([O:26][C:24]([C:19]1([CH2:35][C:34]2[CH:37]=[CH:38][C:31]([O:30][CH3:29])=[CH:32][CH:33]=2)[CH2:23][CH2:22][CH2:21][CH2:20]1)=[O:25])[CH3:28]. (4) The reactants are Cl.[NH:2]([C:4]1[CH:5]=[C:6]([CH:10]=[CH:11][C:12]=1[CH3:13])[C:7]([OH:9])=[O:8])[NH2:3].[I:14][C:15]1[CH:16]=[C:17]([CH:31]=[CH:32][CH:33]=1)[C:18]([C:20](=[CH:23]NC1C=CC=CC=1)[C:21]#[N:22])=[O:19]. The catalyst is C(O)C.CO. The product is [NH2:22][C:21]1[N:2]([C:4]2[CH:5]=[C:6]([CH:10]=[CH:11][C:12]=2[CH3:13])[C:7]([OH:9])=[O:8])[N:3]=[CH:23][C:20]=1[C:18](=[O:19])[C:17]1[CH:31]=[CH:32][CH:33]=[C:15]([I:14])[CH:16]=1. The yield is 0.220. (5) The reactants are C(Cl)(=O)CCCCCCCCCCCCC.[C:17]([NH:32][CH2:33][CH2:34][CH2:35][CH2:36][CH2:37][CH2:38][CH2:39][CH2:40][CH2:41][CH2:42][CH2:43][CH2:44][CH2:45][CH3:46])(=O)[CH2:18][CH2:19][CH2:20][CH2:21][CH2:22][CH2:23][CH2:24][CH2:25][CH2:26][CH2:27][CH2:28][CH2:29][CH3:30].C(N)CCCCCCCCCCCCC.C1CCN2C(=NCCC2)CC1. The catalyst is C(Cl)Cl. The product is [CH2:33]([NH:32][CH2:17][CH2:18][CH2:19][CH2:20][CH2:21][CH2:22][CH2:23][CH2:24][CH2:25][CH2:26][CH2:27][CH2:28][CH2:29][CH3:30])[CH2:34][CH2:35][CH2:36][CH2:37][CH2:38][CH2:39][CH2:40][CH2:41][CH2:42][CH2:43][CH2:44][CH2:45][CH3:46]. The yield is 0.809.